The task is: Predict the reactants needed to synthesize the given product.. This data is from Full USPTO retrosynthesis dataset with 1.9M reactions from patents (1976-2016). (1) Given the product [CH2:11]([OH:12])[CH:9]([OH:10])[CH:7]1[O:8][C:2](=[O:1])[CH:3]([OH:4])[CH:5]1[OH:6], predict the reactants needed to synthesize it. The reactants are: [O:1]=[C:2]1[O:8][C@H:7]([C@H:9]([CH2:11][OH:12])[OH:10])[C:5]([OH:6])=[C:3]1[OH:4].CCOC(C)=O.CO. (2) Given the product [CH2:30]([O:19][C:16]1[CH:17]=[C:18]2[C:13](=[CH:14][C:15]=1[O:20][CH3:21])[N:12]=[CH:11][N:10]=[C:9]2[NH:8][C:4]1[CH:5]=[CH:6][CH:7]=[C:2]([Br:1])[CH:3]=1)[CH:29]=[CH2:28], predict the reactants needed to synthesize it. The reactants are: [Br:1][C:2]1[CH:3]=[C:4]([NH:8][C:9]2[C:18]3[C:13](=[CH:14][C:15]([O:20][CH3:21])=[C:16]([OH:19])[CH:17]=3)[N:12]=[CH:11][N:10]=2)[CH:5]=[CH:6][CH:7]=1.C([O-])([O-])=O.[K+].[K+].[CH2:28](Br)[CH:29]=[CH2:30]. (3) Given the product [CH3:1][N:2]1[C:7](=[O:8])[CH2:6][N:5]([C:20]([O:22][C:23]2[CH:24]=[CH:25][C:26]([N+:29]([O-:31])=[O:30])=[CH:27][CH:28]=2)=[O:21])[C:4]2[N:9]=[CH:10][CH:11]=[CH:12][C:3]1=2, predict the reactants needed to synthesize it. The reactants are: [CH3:1][N:2]1[C:7](=[O:8])[CH2:6][NH:5][C:4]2[N:9]=[CH:10][CH:11]=[CH:12][C:3]1=2.CN(C)C(=O)C.Cl[C:20]([O:22][C:23]1[CH:28]=[CH:27][C:26]([N+:29]([O-:31])=[O:30])=[CH:25][CH:24]=1)=[O:21].